This data is from Reaction yield outcomes from USPTO patents with 853,638 reactions. The task is: Predict the reaction yield, written as a fraction of the theoretical maximum amount of product (1.0 means a 100% yield; for example, 0.34 means a 34% yield). (1) The reactants are [CH2:1]([C:5]1[CH:13]=[CH:12][C:8]([C:9](Cl)=[O:10])=[CH:7][CH:6]=1)[CH2:2][CH2:3][CH3:4].C(N(CC)CC)C.[NH2:21][C:22]1[CH:31]=[CH:30][C:29]([N+:32]([O-:34])=[O:33])=[CH:28][C:23]=1[C:24]([O:26][CH3:27])=[O:25].C(#N)C. The catalyst is CO. The product is [CH2:1]([C:5]1[CH:13]=[CH:12][C:8]([C:9]([NH:21][C:22]2[CH:31]=[CH:30][C:29]([N+:32]([O-:34])=[O:33])=[CH:28][C:23]=2[C:24]([O:26][CH3:27])=[O:25])=[O:10])=[CH:7][CH:6]=1)[CH2:2][CH2:3][CH3:4]. The yield is 0.870. (2) The reactants are [CH3:1][C@H:2]1[CH2:7][NH:6][CH2:5][C@@H:4]([CH3:8])[NH:3]1.Cl[S:10]([C:13]1[CH:14]=[CH:15][C:16]([O:33][CH2:34][CH3:35])=[C:17]([C:19]2[NH:20][C:21](=[S:32])[C:22]3[N:27]([CH3:28])[N:26]=[C:25]([CH2:29][CH2:30][CH3:31])[C:23]=3[N:24]=2)[CH:18]=1)(=[O:12])=[O:11]. The catalyst is C(Cl)(Cl)Cl. The product is [CH2:34]([O:33][C:16]1[CH:15]=[CH:14][C:13]([S:10]([N:6]2[CH2:5][C@H:4]([CH3:8])[NH:3][C@H:2]([CH3:1])[CH2:7]2)(=[O:11])=[O:12])=[CH:18][C:17]=1[C:19]1[NH:20][C:21](=[S:32])[C:22]2[N:27]([CH3:28])[N:26]=[C:25]([CH2:29][CH2:30][CH3:31])[C:23]=2[N:24]=1)[CH3:35]. The yield is 0.790.